From a dataset of Full USPTO retrosynthesis dataset with 1.9M reactions from patents (1976-2016). Predict the reactants needed to synthesize the given product. (1) Given the product [CH2:9]([O:8][C:6]([C:5]1[C:4](=[O:21])[C:14]2[C:13](=[CH:18][CH:17]=[C:16]([O:19][CH3:20])[N:15]=2)[NH:12][CH:11]=1)=[O:7])[CH3:10], predict the reactants needed to synthesize it. The reactants are: C(O[C:4](=[O:21])[C:5](=[CH:11][NH:12][C:13]1[CH:14]=[N:15][C:16]([O:19][CH3:20])=[CH:17][CH:18]=1)[C:6]([O:8][CH2:9][CH3:10])=[O:7])C.C(O)C. (2) Given the product [N:1]1[N:5]2[CH2:6][CH2:7][N:8]([C:24]([O:23][C:20]([CH3:22])([CH3:21])[CH3:19])=[O:25])[CH2:9][C:4]2=[CH:3][N:2]=1, predict the reactants needed to synthesize it. The reactants are: [N:1]1[N:5]2[CH2:6][CH2:7][NH:8][CH2:9][C:4]2=[CH:3][N:2]=1.CCN(C(C)C)C(C)C.[CH3:19][C:20]([O:23][C:24](O[C:24]([O:23][C:20]([CH3:22])([CH3:21])[CH3:19])=[O:25])=[O:25])([CH3:22])[CH3:21]. (3) Given the product [C:32]([Si:29]([CH3:30])([CH3:31])[O:28][C:24]1[CH:23]=[C:22]([CH:27]=[CH:26][CH:25]=1)[CH2:21][C@H:20]1[C:19](=[O:55])[N:15]2[NH:14][C@@H:13]([CH2:18][CH2:17][CH2:16]2)[C:11](=[O:12])[O:10][CH2:9][C:5]2=[CH:4][C:3](=[CH:8][CH:7]=[N:6]2)[CH:1]=[CH:2][CH2:47][CH2:46][C@@H:45]([O:50][CH3:51])[C@@H:44]([CH3:52])[C:43](=[O:53])[NH:42][C@@H:38]([CH:39]([CH3:41])[CH3:40])[C:37](=[O:54])[NH:36]1)([CH3:35])([CH3:33])[CH3:34], predict the reactants needed to synthesize it. The reactants are: [CH:1]([C:3]1[CH:8]=[CH:7][N:6]=[C:5]([CH2:9][O:10][C:11]([C@@H:13]2[CH2:18][CH2:17][CH2:16][N:15]([C:19](=[O:55])[C@@H:20]([NH:36][C:37](=[O:54])[C@@H:38]([NH:42][C:43](=[O:53])[C@H:44]([CH3:52])[C@H:45]([O:50][CH3:51])[CH2:46][CH2:47]C=C)[CH:39]([CH3:41])[CH3:40])[CH2:21][C:22]3[CH:27]=[CH:26][CH:25]=[C:24]([O:28][Si:29]([C:32]([CH3:35])([CH3:34])[CH3:33])([CH3:31])[CH3:30])[CH:23]=3)[NH:14]2)=[O:12])[CH:4]=1)=[CH2:2]. (4) Given the product [O:29]([C@@H:26]1[CH2:27][CH2:28][N:23]([C:20]2[CH:21]=[CH:22][C:14]3[N:13]4[C:12](=[O:48])[O:11][C@@H:10]([CH2:9][OH:1])[C@@H:18]4[CH2:17][O:16][C:15]=3[CH:19]=2)[C:24](=[O:47])[CH2:25]1)[Si:30]([C:43]([CH3:45])([CH3:44])[CH3:46])([C:31]1[CH:32]=[CH:33][CH:34]=[CH:35][CH:36]=1)[C:37]1[CH:38]=[CH:39][CH:40]=[CH:41][CH:42]=1, predict the reactants needed to synthesize it. The reactants are: [O:1]([CH2:9][C@H:10]1[C@H:18]2[N:13]([C:14]3[CH:22]=[CH:21][C:20]([N:23]4[CH2:28][CH2:27][C@@H:26]([O:29][Si:30]([C:43]([CH3:46])([CH3:45])[CH3:44])([C:37]5[CH:42]=[CH:41][CH:40]=[CH:39][CH:38]=5)[C:31]5[CH:36]=[CH:35][CH:34]=[CH:33][CH:32]=5)[CH2:25][C:24]4=[O:47])=[CH:19][C:15]=3[O:16][CH2:17]2)[C:12](=[O:48])[O:11]1)[Si](C(C)(C)C)(C)C.B(Cl)(Cl)Cl.ClCCl. (5) Given the product [F:39][C:36]1[CH:35]=[C:31]2[C:30]([CH2:29][N:28]([C:24]3[C:23]([CH3:40])=[C:22]([C:7]4[C:8]5[C:16]6[C:11](=[CH:12][C:13]([O:17][CH2:18][CH2:19][O:20][CH3:21])=[CH:14][CH:15]=6)[NH:10][C:9]=5[C:4]([C:1]([NH2:2])=[O:3])=[N:5][CH:6]=4)[CH:27]=[CH:26][CH:25]=3)[C:32]2=[O:34])=[CH:38][CH:37]=1, predict the reactants needed to synthesize it. The reactants are: [C:1]([C:4]1[C:9]2[NH:10][C:11]3[C:16]([C:8]=2[C:7]([C:22]2[C:23]([CH3:40])=[C:24]([NH:28][CH2:29][C:30]4[CH:38]=[CH:37][C:36]([F:39])=[CH:35][C:31]=4[C:32]([OH:34])=O)[CH:25]=[CH:26][CH:27]=2)=[CH:6][N:5]=1)=[CH:15][CH:14]=[C:13]([O:17][CH2:18][CH2:19][O:20][CH3:21])[CH:12]=3)(=[O:3])[NH2:2].C(O)(C(F)(F)F)=O.C(NC(C)C)(C)C.F[P-](F)(F)(F)(F)F.N1(O[P+](N(C)C)(N(C)C)N(C)C)C2C=CC=CC=2N=N1.CN1CCOCC1. (6) Given the product [F:2][C:3]1[CH:4]=[CH:5][C:6]([CH:9]([OH:23])[CH:10]([NH:22][C:24](=[O:27])[C:12]2[CH:17]=[CH:16][C:15]([C:18]([F:21])([F:20])[F:19])=[CH:14][CH:13]=2)[CH2:11][C:12]2[CH:17]=[CH:16][C:15]([C:18]([F:21])([F:20])[F:19])=[CH:14][CH:13]=2)=[CH:7][CH:8]=1, predict the reactants needed to synthesize it. The reactants are: Cl.[F:2][C:3]1[CH:8]=[CH:7][C:6]([CH:9]([OH:23])[CH:10]([NH2:22])[CH2:11][C:12]2[CH:17]=[CH:16][C:15]([C:18]([F:21])([F:20])[F:19])=[CH:14][CH:13]=2)=[CH:5][CH:4]=1.[C:24](=[O:27])([O-])O.[Na+].